From a dataset of Reaction yield outcomes from USPTO patents with 853,638 reactions. Predict the reaction yield, written as a fraction of the theoretical maximum amount of product (1.0 means a 100% yield; for example, 0.34 means a 34% yield). The reactants are C([Si](C1C=CC=CC=1)(C1C=CC=CC=1)[O:6][CH2:7][CH2:8][CH:9]1[C:15]2[CH:16]=[CH:17][C:18]([O:20][C:21](=[O:25])[N:22]([CH3:24])[CH3:23])=[CH:19][C:14]=2[CH:13]=[CH:12][CH2:11][N:10]1[C:26]([O:28][C:29]([CH3:32])([CH3:31])[CH3:30])=[O:27])(C)(C)C.[F-].C([N+](CCCC)(CCCC)CCCC)CCC.O. The catalyst is O1CCCC1. The product is [CH3:24][N:22]([CH3:23])[C:21]([O:20][C:18]1[CH:17]=[CH:16][C:15]2[CH:9]([CH2:8][CH2:7][OH:6])[N:10]([C:26]([O:28][C:29]([CH3:31])([CH3:32])[CH3:30])=[O:27])[CH2:11][CH:12]=[CH:13][C:14]=2[CH:19]=1)=[O:25]. The yield is 0.960.